Dataset: Forward reaction prediction with 1.9M reactions from USPTO patents (1976-2016). Task: Predict the product of the given reaction. (1) Given the reactants [C:1]([N:4]1[CH2:9][CH2:8][C:7]2[N:10]([C:18]3[CH:23]=[CH:22][CH:21]=[C:20](Br)[CH:19]=3)[N:11]=[C:12]([C:13]([O:15][CH2:16][CH3:17])=[O:14])[C:6]=2[CH2:5]1)(=[O:3])[CH3:2].[C:25]([C@:27]1([OH:34])[CH2:31][CH2:30][N:29]([CH3:32])[C:28]1=[O:33])#[CH:26], predict the reaction product. The product is: [C:1]([N:4]1[CH2:9][CH2:8][C:7]2[N:10]([C:18]3[CH:23]=[CH:22][CH:21]=[C:20]([C:26]#[C:25][C@:27]4([OH:34])[CH2:31][CH2:30][N:29]([CH3:32])[C:28]4=[O:33])[CH:19]=3)[N:11]=[C:12]([C:13]([O:15][CH2:16][CH3:17])=[O:14])[C:6]=2[CH2:5]1)(=[O:3])[CH3:2]. (2) Given the reactants [CH:1](=[C:6]1[CH2:10][CH2:9][CH2:8][C:7]1=[O:11])[CH2:2][CH2:3][CH2:4][CH3:5].C1(=O)CCCC1.II, predict the reaction product. The product is: [CH2:1]([C:6]1[C:7](=[O:11])[CH2:8][CH2:9][CH:10]=1)[CH2:2][CH2:3][CH2:4][CH3:5]. (3) The product is: [NH2:26][C:21]1[CH:22]=[CH:23][CH:24]=[CH:25][C:20]=1[C:19]([C:13]1[C:12]([NH:11][S:8]([C:5]2[CH:6]=[CH:7][C:2]([Cl:1])=[C:3]([C:30]([F:33])([F:32])[F:31])[CH:4]=2)(=[O:10])=[O:9])=[CH:17][C:16]([Cl:18])=[CH:15][N:14]=1)=[O:29]. Given the reactants [Cl:1][C:2]1[CH:7]=[CH:6][C:5]([S:8]([NH:11][C:12]2[C:13]([C:19](=[O:29])[C:20]3[CH:25]=[CH:24][CH:23]=[CH:22][C:21]=3[N+:26]([O-])=O)=[N:14][CH:15]=[C:16]([Cl:18])[CH:17]=2)(=[O:10])=[O:9])=[CH:4][C:3]=1[C:30]([F:33])([F:32])[F:31], predict the reaction product.